This data is from Peptide-MHC class I binding affinity with 185,985 pairs from IEDB/IMGT. The task is: Regression. Given a peptide amino acid sequence and an MHC pseudo amino acid sequence, predict their binding affinity value. This is MHC class I binding data. (1) The binding affinity (normalized) is 0.0847. The peptide sequence is YEQYECLTD. The MHC is HLA-A03:01 with pseudo-sequence HLA-A03:01. (2) The peptide sequence is SGSCLNNEK. The MHC is HLA-A31:01 with pseudo-sequence HLA-A31:01. The binding affinity (normalized) is 0.